Dataset: Full USPTO retrosynthesis dataset with 1.9M reactions from patents (1976-2016). Task: Predict the reactants needed to synthesize the given product. Given the product [CH:76]1([N:75]([CH2:74][CH:73]([O:83][CH3:84])[O:72][CH3:71])[C:33](=[O:34])[CH2:32][CH2:31][O:30][CH2:29][CH2:28][C:27]2[CH:36]=[CH:37][CH:38]=[C:39]([CH2:40][N:41]3[CH2:42][CH2:43][C:44]4([O:49][CH2:48][CH2:47][N:46]([C:50]([C:52]5[N:53]=[C:54]([CH:57]([CH3:59])[CH3:58])[S:55][CH:56]=5)=[O:51])[CH2:45]4)[CH2:60][CH2:61]3)[C:26]=2[F:25])[CH2:82][CH2:81][CH2:80][CH2:79][CH2:78][CH2:77]1, predict the reactants needed to synthesize it. The reactants are: CN(C(ON1N=NC2C=CC=NC1=2)=[N+](C)C)C.F[P-](F)(F)(F)(F)F.[F:25][C:26]1[C:39]([CH2:40][N:41]2[CH2:61][CH2:60][C:44]3([O:49][CH2:48][CH2:47][N:46]([C:50]([C:52]4[N:53]=[C:54]([CH:57]([CH3:59])[CH3:58])[S:55][CH:56]=4)=[O:51])[CH2:45]3)[CH2:43][CH2:42]2)=[CH:38][CH:37]=[CH:36][C:27]=1[CH2:28][CH2:29][O:30][CH2:31][CH2:32][C:33](O)=[O:34].CCN(C(C)C)C(C)C.[CH3:71][O:72][CH:73]([O:83][CH3:84])[CH2:74][NH:75][CH:76]1[CH2:82][CH2:81][CH2:80][CH2:79][CH2:78][CH2:77]1.